This data is from NCI-60 drug combinations with 297,098 pairs across 59 cell lines. The task is: Regression. Given two drug SMILES strings and cell line genomic features, predict the synergy score measuring deviation from expected non-interaction effect. (1) Drug 1: C1=CC(=CC=C1CCCC(=O)O)N(CCCl)CCCl. Drug 2: C(CC(=O)O)C(=O)CN.Cl. Cell line: MOLT-4. Synergy scores: CSS=51.8, Synergy_ZIP=-6.05, Synergy_Bliss=-8.49, Synergy_Loewe=-18.1, Synergy_HSA=-5.94. (2) Drug 1: CC=C1C(=O)NC(C(=O)OC2CC(=O)NC(C(=O)NC(CSSCCC=C2)C(=O)N1)C(C)C)C(C)C. Drug 2: CC(C)CN1C=NC2=C1C3=CC=CC=C3N=C2N. Cell line: PC-3. Synergy scores: CSS=39.5, Synergy_ZIP=1.61, Synergy_Bliss=1.58, Synergy_Loewe=-26.3, Synergy_HSA=2.94. (3) Drug 1: CC(CN1CC(=O)NC(=O)C1)N2CC(=O)NC(=O)C2. Drug 2: C1=CC=C(C(=C1)C(C2=CC=C(C=C2)Cl)C(Cl)Cl)Cl. Cell line: IGROV1. Synergy scores: CSS=21.0, Synergy_ZIP=-3.77, Synergy_Bliss=1.59, Synergy_Loewe=-0.792, Synergy_HSA=1.48. (4) Drug 1: C1CN1P(=S)(N2CC2)N3CC3. Drug 2: C1C(C(OC1N2C=NC3=C2NC=NCC3O)CO)O. Cell line: MDA-MB-231. Synergy scores: CSS=15.2, Synergy_ZIP=-2.92, Synergy_Bliss=-1.63, Synergy_Loewe=0.299, Synergy_HSA=0.774.